This data is from Catalyst prediction with 721,799 reactions and 888 catalyst types from USPTO. The task is: Predict which catalyst facilitates the given reaction. (1) Reactant: [CH3:1][C:2]1[N:7]=[C:6]([NH2:8])[C:5]([N+:9]([O-])=O)=[CH:4][CH:3]=1. Product: [CH3:1][C:2]1[N:7]=[C:6]([NH2:8])[C:5]([NH2:9])=[CH:4][CH:3]=1. The catalyst class is: 5. (2) Reactant: [Cl:1][C:2]1[CH:3]=[C:4]([CH:18]=[CH:19][C:20]=1[Cl:21])[CH2:5][O:6][CH:7]([C:11]1[CH:16]=[CH:15][C:14]([Cl:17])=[CH:13][CH:12]=1)[C:8]([OH:10])=O.[NH2:22][C:23]1[S:24][CH:25]=[CH:26][N:27]=1. Product: [Cl:1][C:2]1[CH:3]=[C:4]([CH:18]=[CH:19][C:20]=1[Cl:21])[CH2:5][O:6][CH:7]([C:11]1[CH:16]=[CH:15][C:14]([Cl:17])=[CH:13][CH:12]=1)[C:8]([NH:22][C:23]1[S:24][CH:25]=[CH:26][N:27]=1)=[O:10]. The catalyst class is: 1. (3) Reactant: CC([O-])(C)C.[K+].[Br:7][C:8]1[CH:9]=[C:10]([CH2:14][OH:15])[CH:11]=[CH:12][CH:13]=1.Cl[C:17]1[N:22]=[C:21]([NH2:23])[C:20]([F:24])=[CH:19][N:18]=1. Product: [Br:7][C:8]1[CH:9]=[C:10]([CH:11]=[CH:12][CH:13]=1)[CH2:14][O:15][C:17]1[N:22]=[C:21]([NH2:23])[C:20]([F:24])=[CH:19][N:18]=1. The catalyst class is: 6. (4) The catalyst class is: 3. Reactant: [CH3:1][C:2]([O:5][C:6]([N:8]1[CH2:12][C@@H:11]([C:13]([OH:15])=O)[CH2:10][CH2:9]1)=[O:7])([CH3:4])[CH3:3].[F:16][C:17]1[CH:18]=[C:19]([CH:21]=[C:22]([F:25])[C:23]=1[F:24])[NH2:20].CN(C(ON1N=NC2C=CC=NC1=2)=[N+](C)C)C.F[P-](F)(F)(F)(F)F.C(N(CC)C(C)C)(C)C. Product: [F:16][C:17]1[CH:18]=[C:19]([NH:20][C:13]([C@H:11]2[CH2:10][CH2:9][N:8]([C:6]([O:5][C:2]([CH3:1])([CH3:3])[CH3:4])=[O:7])[CH2:12]2)=[O:15])[CH:21]=[C:22]([F:25])[C:23]=1[F:24]. (5) Reactant: CC(OC(/N=N/C(OC(C)C)=O)=O)C.[C:15]1(=[O:25])[C:23]2[C:18](=[CH:19][CH:20]=[CH:21][CH:22]=2)[C:17](=[O:24])[NH:16]1.[F:26][C:27]([F:42])([F:41])[O:28][CH:29]1[CH2:32][N:31]([C:33]2[N:38]=[CH:37][N:36]=[C:35]([CH2:39]O)[CH:34]=2)[CH2:30]1.C1C=CC(P(C2C=CC=CC=2)C2C=CC=CC=2)=CC=1. Product: [F:42][C:27]([F:26])([F:41])[O:28][CH:29]1[CH2:32][N:31]([C:33]2[N:38]=[CH:37][N:36]=[C:35]([CH2:39][N:16]3[C:17](=[O:24])[C:18]4[C:23](=[CH:22][CH:21]=[CH:20][CH:19]=4)[C:15]3=[O:25])[CH:34]=2)[CH2:30]1. The catalyst class is: 7. (6) Reactant: C[O:2][CH2:3][C@H:4]([CH3:39])[O:5][C:6]1[CH:7]=[C:8]([CH:25]=[C:26]([C:28]2[NH:29][C:30]([C:33]3[O:34][C@@H:35]([CH3:38])[CH2:36][N:37]=3)=[CH:31][CH:32]=2)[CH:27]=1)[O:9][C:10]1[CH:15]=[N:14][C:13]([C:16]([N:18]2[CH2:23][CH2:22][N:21]([CH3:24])[CH2:20][CH2:19]2)=[O:17])=[CH:12][N:11]=1.B(Br)(Br)Br.C(=O)([O-])O.[Na+]. Product: [CH3:38][C@@H:35]1[O:34][C:33]([C:30]2[NH:29][C:28]([C:26]3[CH:27]=[C:6]([CH:7]=[C:8]([O:9][C:10]4[CH:15]=[N:14][C:13]([C:16]([N:18]5[CH2:19][CH2:20][N:21]([CH3:24])[CH2:22][CH2:23]5)=[O:17])=[CH:12][N:11]=4)[CH:25]=3)[O:5][C@@H:4]([CH3:39])[CH2:3][OH:2])=[CH:32][CH:31]=2)=[N:37][CH2:36]1. The catalyst class is: 2. (7) Reactant: [NH2:1][C:2]1[C:7]([O:8][C:9]2[CH:14]=[C:13]([I:15])[C:12]([O:16][CH3:17])=[CH:11][C:10]=2[CH:18]([CH3:20])[CH3:19])=[CH:6][N:5]=[C:4]([NH:21][C:22](=[O:26])[CH:23]([CH3:25])[CH3:24])[N:3]=1.C(N(CC)CC)C.[C:34](Cl)(=[O:38])[CH:35]([CH3:37])[CH3:36]. Product: [I:15][C:13]1[C:12]([O:16][CH3:17])=[CH:11][C:10]([CH:18]([CH3:20])[CH3:19])=[C:9]([CH:14]=1)[O:8][C:7]1[C:2]([NH:1][C:34](=[O:38])[CH:35]([CH3:37])[CH3:36])=[N:3][C:4]([NH:21][C:22](=[O:26])[CH:23]([CH3:25])[CH3:24])=[N:5][CH:6]=1. The catalyst class is: 7. (8) Reactant: [C:1]([CH2:3]P(=O)(OCC)OCC)#[N:2].C(=O)([O-])[O-].[K+].[K+].[C:18]([O:22][C:23]([N:25]1[CH2:30][CH2:29][C:28](=O)[CH2:27][CH2:26]1)=[O:24])([CH3:21])([CH3:20])[CH3:19]. Product: [C:18]([O:22][C:23]([N:25]1[CH2:30][CH2:29][C:28](=[CH:3][C:1]#[N:2])[CH2:27][CH2:26]1)=[O:24])([CH3:21])([CH3:20])[CH3:19]. The catalyst class is: 1. (9) Reactant: [ClH:1].[CH3:2][N:3]([CH2:5][C:6]1[C:14]2[O:13][N:12]=[C:11]([CH2:15][CH2:16][CH:17]3[CH2:22][CH2:21][N:20]([CH2:23][C:24]4[CH:29]=[CH:28][CH:27]=[CH:26][CH:25]=4)[CH2:19][CH2:18]3)[C:10]=2[CH:9]=[CH:8][C:7]=1[CH2:30][O:31][CH2:32][CH3:33])[CH3:4]. Product: [ClH:1].[ClH:1].[CH3:2][N:3]([CH2:5][C:6]1[C:14]2[O:13][N:12]=[C:11]([CH2:15][CH2:16][CH:17]3[CH2:22][CH2:21][N:20]([CH2:23][C:24]4[CH:25]=[CH:26][CH:27]=[CH:28][CH:29]=4)[CH2:19][CH2:18]3)[C:10]=2[CH:9]=[CH:8][C:7]=1[CH2:30][O:31][CH2:32][CH3:33])[CH3:4]. The catalyst class is: 5. (10) Reactant: [Cl:1][C:2]1[CH:7]=[CH:6][C:5]([CH:8]([C:20]2[CH:21]=[C:22]([CH:26]=[CH:27][CH:28]=2)[C:23]([OH:25])=O)[CH2:9][C:10]([C:12]2[CH:17]=[CH:16][C:15](=[O:18])[N:14]([CH3:19])[CH:13]=2)=[O:11])=[C:4]([F:29])[CH:3]=1.[CH3:30][NH:31][CH2:32][CH2:33][OH:34].F[P-](F)(F)(F)(F)F.N1(O[P+](N(C)C)(N(C)C)N(C)C)C2C=CC=CC=2N=N1. Product: [Cl:1][C:2]1[CH:7]=[CH:6][C:5]([CH:8]([C:20]2[CH:21]=[C:22]([CH:26]=[CH:27][CH:28]=2)[C:23]([N:31]([CH2:32][CH2:33][OH:34])[CH3:30])=[O:25])[CH2:9][C:10]([C:12]2[CH:17]=[CH:16][C:15](=[O:18])[N:14]([CH3:19])[CH:13]=2)=[O:11])=[C:4]([F:29])[CH:3]=1. The catalyst class is: 7.